Predict the product of the given reaction. From a dataset of Forward reaction prediction with 1.9M reactions from USPTO patents (1976-2016). (1) Given the reactants [O:1]1[CH:5]=[CH:4][CH:3]=[C:2]1[CH:6]=[O:7].[NH2:8][C:9]1[S:10][C:11]([S:14]([C:17]2[CH:22]=[CH:21][C:20]([N+:23]([O-:25])=[O:24])=[CH:19][CH:18]=2)(=[O:16])=[O:15])=[CH:12][N:13]=1.C[O:27][C:28](=O)[C:29](=[O:38])[CH2:30][C:31]([C:33]1[O:34][CH:35]=[CH:36][CH:37]=1)=O, predict the reaction product. The product is: [O:1]1[CH:5]=[CH:4][CH:3]=[C:2]1[C:6]([C:30]1[CH:31]([C:33]2[O:34][CH:35]=[CH:36][CH:37]=2)[N:8]([C:9]2[S:10][C:11]([S:14]([C:17]3[CH:18]=[CH:19][C:20]([N+:23]([O-:25])=[O:24])=[CH:21][CH:22]=3)(=[O:15])=[O:16])=[CH:12][N:13]=2)[C:28](=[O:27])[C:29]=1[OH:38])=[O:7]. (2) Given the reactants [O:1]=[C:2]1[C:7]([C:14]2[CH:19]=[CH:18][CH:17]=[CH:16][CH:15]=2)([C:8]2[CH:13]=[CH:12][CH:11]=[CH:10][CH:9]=2)[CH2:6][CH2:5][CH2:4][N:3]1[CH2:20][C:21](O)=[O:22].Cl.Cl.[CH2:26]([N:33]1[CH2:37][CH2:36][C:35]([CH3:39])([NH2:38])[CH2:34]1)[C:27]1[CH:32]=[CH:31][CH:30]=[CH:29][CH:28]=1, predict the reaction product. The product is: [CH2:26]([N:33]1[CH2:37][CH2:36][C:35]([NH:38][C:21](=[O:22])[CH2:20][N:3]2[CH2:4][CH2:5][CH2:6][C:7]([C:14]3[CH:19]=[CH:18][CH:17]=[CH:16][CH:15]=3)([C:8]3[CH:13]=[CH:12][CH:11]=[CH:10][CH:9]=3)[C:2]2=[O:1])([CH3:39])[CH2:34]1)[C:27]1[CH:28]=[CH:29][CH:30]=[CH:31][CH:32]=1.